This data is from Reaction yield outcomes from USPTO patents with 853,638 reactions. The task is: Predict the reaction yield, written as a fraction of the theoretical maximum amount of product (1.0 means a 100% yield; for example, 0.34 means a 34% yield). (1) The reactants are [Cl:1][C:2]1[C:3](Cl)=[C:4]2[N:10]=[C:9]([C:11]3[CH:16]=[CH:15][C:14]([O:17][CH2:18][CH2:19][N:20]4[CH2:25][CH2:24][O:23][CH2:22][CH2:21]4)=[CH:13][CH:12]=3)[NH:8][C:5]2=[N:6][CH:7]=1.[CH3:27][NH:28][CH2:29][C:30]1[CH:35]=[CH:34][CH:33]=[CH:32][CH:31]=1. The catalyst is C(OCC)C. The product is [CH2:29]([N:28]([CH3:27])[C:3]1[C:2]([Cl:1])=[CH:7][N:6]=[C:5]2[N:8]=[C:9]([C:11]3[CH:12]=[CH:13][C:14]([O:17][CH2:18][CH2:19][N:20]4[CH2:21][CH2:22][O:23][CH2:24][CH2:25]4)=[CH:15][CH:16]=3)[NH:10][C:4]=12)[C:30]1[CH:35]=[CH:34][CH:33]=[CH:32][CH:31]=1. The yield is 0.420. (2) The reactants are [O:1]=[C:2]([N:5]1[C@H:9]([CH2:10][C:11]2[CH:16]=[CH:15][CH:14]=[CH:13][CH:12]=2)[CH2:8][O:7][C:6]1=[O:17])[CH2:3][CH3:4].CCN(C(C)C)C(C)C.[CH:27]([C@H:29]1[CH2:33][O:32][C:31]([CH3:35])([CH3:34])[N:30]1[C:36]([O:38][C:39]([CH3:42])([CH3:41])[CH3:40])=[O:37])=[O:28]. The catalyst is C(Cl)Cl.Cl[Ti](Cl)(Cl)Cl. The product is [CH2:10]([C@@H:9]1[CH2:8][O:7][C:6](=[O:17])[N:5]1[C:2](=[O:1])[C@H:3]([CH3:4])[C@H:27]([C@H:29]1[CH2:33][O:32][C:31]([CH3:35])([CH3:34])[N:30]1[C:36]([O:38][C:39]([CH3:42])([CH3:41])[CH3:40])=[O:37])[OH:28])[C:11]1[CH:12]=[CH:13][CH:14]=[CH:15][CH:16]=1. The yield is 0.870.